This data is from Catalyst prediction with 721,799 reactions and 888 catalyst types from USPTO. The task is: Predict which catalyst facilitates the given reaction. (1) Reactant: [H-].[Na+].[CH3:3][C:4]([CH3:23])([CH3:22])[CH2:5][N:6]1[C:10]([C:11]2[CH:16]=[CH:15][N:14]=[CH:13][CH:12]=2)=[C:9]([C:17]([O:19]CC)=O)[CH:8]=[N:7]1.O[N:25]=[C:26]([C:28]1[CH:33]=[CH:32][C:31]([CH2:34][OH:35])=[CH:30][CH:29]=1)[NH2:27].O. Product: [CH2:5]([N:6]1[C:10]([C:11]2[CH:12]=[CH:13][N:14]=[CH:15][CH:16]=2)=[C:9]([C:17]2[O:19][N:27]=[C:26]([C:28]3[CH:33]=[CH:32][C:31]([CH2:34][OH:35])=[CH:30][CH:29]=3)[N:25]=2)[CH:8]=[N:7]1)[C:4]([CH3:3])([CH3:22])[CH3:23]. The catalyst class is: 1. (2) Reactant: [CH3:1][C:2]1[CH:7]=[CH:6][N:5]2[C:8]([C:11]([NH:13][C:14]3[CH:19]=[C:18]([C:20]4[N:24]=[C:23]([CH2:25][CH2:26][C@@:27]([OH:33])([CH3:32])[C:28]([F:31])([F:30])[F:29])[O:22][N:21]=4)[CH:17]=[CH:16][C:15]=3[CH3:34])=[O:12])=[CH:9][N:10]=[C:4]2[CH:3]=1.[H-].[Na+].[P:37](Cl)(=[O:42])([O:40][CH3:41])[O:38][CH3:39]. Product: [P:37]([O:33][C@@:27]([CH3:32])([CH2:26][CH2:25][C:23]1[O:22][N:21]=[C:20]([C:18]2[CH:17]=[CH:16][C:15]([CH3:34])=[C:14]([NH:13][C:11]([C:8]3[N:5]4[CH:6]=[CH:7][C:2]([CH3:1])=[CH:3][C:4]4=[N:10][CH:9]=3)=[O:12])[CH:19]=2)[N:24]=1)[C:28]([F:30])([F:29])[F:31])([O:40][CH3:41])([O:38][CH3:39])=[O:42]. The catalyst class is: 3. (3) Reactant: [C:1]([C:3]1[CH:31]=[CH:30][C:29]([F:32])=[CH:28][C:4]=1[CH2:5][N:6]1[C:11](=[O:12])[C:10]([CH3:13])=[N:9][N:8]=[C:7]1[N:14]1[CH2:19][CH2:18][CH2:17][C@@H:16]([NH:20]C(=O)OC(C)(C)C)[CH2:15]1)#[N:2].C(O)(C(F)(F)F)=O.C([O-])(O)=O.[Na+]. Product: [NH2:20][C@@H:16]1[CH2:17][CH2:18][CH2:19][N:14]([C:7]2[N:6]([CH2:5][C:4]3[CH:28]=[C:29]([F:32])[CH:30]=[CH:31][C:3]=3[C:1]#[N:2])[C:11](=[O:12])[C:10]([CH3:13])=[N:9][N:8]=2)[CH2:15]1. The catalyst class is: 4. (4) Reactant: [Si](OS(C(F)(F)F)(=O)=O)(C)(C)C.[S:13]1[CH2:18][CH2:17][C:16](=O)[CH2:15][CH2:14]1.[Br:20][C:21]1[CH:22]=[C:23]2[C:27](=[C:28]([C:30]([O:32][CH2:33][CH3:34])=[O:31])[CH:29]=1)[NH:26][CH:25]=[CH:24]2.C([SiH](CC)CC)C. Product: [Br:20][C:21]1[CH:22]=[C:23]2[C:27](=[C:28]([C:30]([O:32][CH2:33][CH3:34])=[O:31])[CH:29]=1)[NH:26][CH:25]=[C:24]2[CH:16]1[CH2:17][CH2:18][S:13][CH2:14][CH2:15]1. The catalyst class is: 2. (5) Reactant: [NH2:1][C:2]1[CH:3]=[C:4]([CH:9]=[CH:10][CH:11]=1)[C:5]([NH:7][NH2:8])=[O:6].C(N(CC)CC)C.[C:19](=S)=[S:20]. Product: [NH2:1][C:2]1[CH:3]=[C:4]([C:5]2[O:6][C:19]([SH:20])=[N:8][N:7]=2)[CH:9]=[CH:10][CH:11]=1. The catalyst class is: 8. (6) Product: [Cl:20][C:21]1[CH:22]=[C:23]([CH:28]=[CH:29][C:30]=1[S:31]([N:6]([CH2:5][C:4]1[CH:12]=[CH:13][C:14]([O:16][CH3:17])=[CH:15][C:3]=1[O:2][CH3:1])[C:7]1[S:8][CH:9]=[CH:10][N:11]=1)(=[O:33])=[O:32])[C:24]([OH:26])=[O:25]. The catalyst class is: 1. Reactant: [CH3:1][O:2][C:3]1[CH:15]=[C:14]([O:16][CH3:17])[CH:13]=[CH:12][C:4]=1[CH2:5][NH:6][C:7]1[S:8][CH:9]=[CH:10][N:11]=1.[H-].[Na+].[Cl:20][C:21]1[CH:22]=[C:23]([CH:28]=[CH:29][C:30]=1[S:31](Cl)(=[O:33])=[O:32])[C:24]([O:26]C)=[O:25].O. (7) Reactant: [CH2:1]([O:3][C:4](=[O:14])[CH2:5][CH2:6][NH:7][CH2:8][C:9]([O:11][CH2:12][CH3:13])=[O:10])[CH3:2].C([O-])([O-])=O.[K+].[K+].[CH:21]1[CH:26]=[CH:25][C:24]([CH2:27][O:28][C:29](Cl)=[O:30])=[CH:23][CH:22]=1. Product: [CH2:1]([O:3][C:4](=[O:14])[CH2:5][CH2:6][N:7]([C:29]([O:28][CH2:27][C:24]1[CH:25]=[CH:26][CH:21]=[CH:22][CH:23]=1)=[O:30])[CH2:8][C:9]([O:11][CH2:12][CH3:13])=[O:10])[CH3:2]. The catalyst class is: 23.